Regression. Given two drug SMILES strings and cell line genomic features, predict the synergy score measuring deviation from expected non-interaction effect. From a dataset of NCI-60 drug combinations with 297,098 pairs across 59 cell lines. Drug 1: C1=NC(=NC(=O)N1C2C(C(C(O2)CO)O)O)N. Drug 2: CCN(CC)CCCC(C)NC1=C2C=C(C=CC2=NC3=C1C=CC(=C3)Cl)OC. Cell line: SNB-75. Synergy scores: CSS=3.60, Synergy_ZIP=-2.04, Synergy_Bliss=2.06, Synergy_Loewe=-2.09, Synergy_HSA=0.361.